This data is from Full USPTO retrosynthesis dataset with 1.9M reactions from patents (1976-2016). The task is: Predict the reactants needed to synthesize the given product. (1) Given the product [OH:22][C:23]1[CH:28]=[CH:27][C:26]([CH3:32])=[C:25]([C:2]2[C:6]([CH3:7])=[C:5]([C:8]3[CH:9]=[CH:10][C:11]([OH:14])=[CH:12][CH:13]=3)[S:4][C:3]=2[CH:16]=[O:20])[CH:24]=1, predict the reactants needed to synthesize it. The reactants are: Br[C:2]1[C:6]([CH3:7])=[C:5]([C:8]2[CH:13]=[CH:12][C:11]([O:14]C)=[CH:10][CH:9]=2)[S:4][C:3]=1[CH:16]1[O:20]CCO1.C[O:22][C:23]1[CH:24]=[CH:25][C:26]([CH3:32])=[C:27](B(O)O)[CH:28]=1. (2) Given the product [C:39]([N:7]1[CH2:8][C:9]2[C:10]([C:34]3[S:35][CH:36]=[CH:37][CH:38]=3)=[C:11]3[C:20]4[CH:19]=[C:18]([C:21]5[C:22]([CH3:28])=[N:23][N:24]([CH3:27])[C:25]=5[CH3:26])[C:17]([O:29][CH3:30])=[CH:16][C:15]=4[CH2:14][CH2:13][N:12]3[C:31]=2[C:32](=[O:33])[N:4]([CH:1]([CH3:3])[CH3:2])[CH2:5][CH2:6]1)(=[O:43])[CH:40]([CH3:42])[CH3:41], predict the reactants needed to synthesize it. The reactants are: [CH:1]([N:4]1[C:32](=[O:33])[C:31]2[N:12]3[CH2:13][CH2:14][C:15]4[CH:16]=[C:17]([O:29][CH3:30])[C:18]([C:21]5[C:22]([CH3:28])=[N:23][N:24]([CH3:27])[C:25]=5[CH3:26])=[CH:19][C:20]=4[C:11]3=[C:10]([C:34]3[S:35][CH:36]=[CH:37][CH:38]=3)[C:9]=2[CH2:8][NH:7][CH2:6][CH2:5]1)([CH3:3])[CH3:2].[C:39](O[C:39](=[O:43])[CH:40]([CH3:42])[CH3:41])(=[O:43])[CH:40]([CH3:42])[CH3:41].O.C(OCC)(=O)C.